Dataset: Forward reaction prediction with 1.9M reactions from USPTO patents (1976-2016). Task: Predict the product of the given reaction. (1) The product is: [CH:42]1([C:41]2[C:40]3[CH:39]=[CH:38][C:37]([C:48]([O:50][CH3:51])=[O:49])=[CH:36][C:35]=3[N:34]3[C:33]=2[C:28]2[CH:29]=[CH:30][CH:31]=[CH:32][C:27]=2[NH:26][CH:2]([C:3]([O:5][CH3:6])=[O:4])[CH2:7]3)[CH2:43][CH2:44][CH2:45][CH2:46][CH2:47]1. Given the reactants Cl[C:2](=[CH2:7])[C:3]([O:5][CH3:6])=[O:4].[Cl-].C([N+](CC)(CC)CCCC)C.C(=O)([O-])[O-].[K+].[K+].[NH2:26][C:27]1[CH:32]=[CH:31][CH:30]=[CH:29][C:28]=1[C:33]1[NH:34][C:35]2[C:40]([C:41]=1[CH:42]1[CH2:47][CH2:46][CH2:45][CH2:44][CH2:43]1)=[CH:39][CH:38]=[C:37]([C:48]([O:50][CH3:51])=[O:49])[CH:36]=2.C[Si](C=[N+]=[N-])(C)C, predict the reaction product. (2) Given the reactants [Cl:1][C:2]1[CH:7]=[CH:6][N:5]=[C:4]2[N:8]([S:24]([C:27]3[CH:32]=[CH:31][C:30]([CH3:33])=[CH:29][CH:28]=3)(=[O:26])=[O:25])[C:9]([C:11]3[CH2:12][CH2:13][N:14]([C:17](OC(C)(C)C)=[O:18])[CH2:15][CH:16]=3)=[CH:10][C:3]=12.[N:34]1[CH:39]=CC=C[CH:35]=1.C1C([N+]([O-])=O)=CC=C([Cl-]C([O-])=O)C=1.Cl.CNC, predict the reaction product. The product is: [Cl:1][C:2]1[CH:7]=[CH:6][N:5]=[C:4]2[N:8]([S:24]([C:27]3[CH:32]=[CH:31][C:30]([CH3:33])=[CH:29][CH:28]=3)(=[O:26])=[O:25])[C:9]([C:11]3[CH2:12][CH2:13][N:14]([C:17]([N:34]([CH3:39])[CH3:35])=[O:18])[CH2:15][CH:16]=3)=[CH:10][C:3]=12. (3) Given the reactants [O:1]1[C:6]2[CH:7]=[CH:8][C:9]([CH2:11][NH:12][CH:13]3[CH2:18][CH2:17][N:16]([CH2:19][CH2:20][N:21]4[C:30]5[C:25](=[CH:26][CH:27]=[C:28]([Br:31])[CH:29]=5)[N:24]=[CH:23][C:22]4=[O:32])[CH2:15][CH2:14]3)=[CH:10][C:5]=2[O:4][CH2:3][CH2:2]1.[ClH:33].C(OCC)(=O)C, predict the reaction product. The product is: [ClH:33].[O:1]1[C:6]2[CH:7]=[CH:8][C:9]([CH2:11][NH:12][CH:13]3[CH2:14][CH2:15][N:16]([CH2:19][CH2:20][N:21]4[C:30]5[C:25](=[CH:26][CH:27]=[C:28]([Br:31])[CH:29]=5)[N:24]=[CH:23][C:22]4=[O:32])[CH2:17][CH2:18]3)=[CH:10][C:5]=2[O:4][CH2:3][CH2:2]1. (4) Given the reactants ClC1C=CC=C(C(OO)=[O:9])C=1.[CH3:12][N:13]1[C:26]2[CH:25]=[CH:24][C:23]([C:27]3[CH:36]=[CH:35][C:34]4[C:29](=[CH:30][CH:31]=[CH:32][CH:33]=4)[CH:28]=3)=[CH:22][C:21]=2[S:20][C:19]2[C:14]1=[CH:15][CH:16]=[C:17]([C:37]1[CH:46]=[CH:45][C:44]3[C:39](=[CH:40][CH:41]=[CH:42][CH:43]=3)[CH:38]=1)[CH:18]=2, predict the reaction product. The product is: [CH3:12][N:13]1[C:14]2[CH:15]=[CH:16][C:17]([C:37]3[CH:46]=[CH:45][C:44]4[C:39](=[CH:40][CH:41]=[CH:42][CH:43]=4)[CH:38]=3)=[CH:18][C:19]=2[S:20](=[O:9])[C:21]2[C:26]1=[CH:25][CH:24]=[C:23]([C:27]1[CH:36]=[CH:35][C:34]3[C:29](=[CH:30][CH:31]=[CH:32][CH:33]=3)[CH:28]=1)[CH:22]=2. (5) Given the reactants Cl.[NH2:2][C@H:3]1[C@H:8]2[CH2:9][C@H:5]([CH2:6][CH2:7]2)[C@H:4]1[C:10]([O:12][CH3:13])=[O:11].C([O-])(=O)C.[Na+].[F:19][C:20]1[CH:27]=[CH:26][C:23]([CH:24]=O)=[CH:22][CH:21]=1.C([BH3-])#N.[Na+].C(=O)(O)[O-].[Na+], predict the reaction product. The product is: [F:19][C:20]1[CH:27]=[CH:26][C:23]([CH2:24][NH:2][C@H:3]2[C@H:8]3[CH2:9][C@H:5]([CH2:6][CH2:7]3)[C@H:4]2[C:10]([O:12][CH3:13])=[O:11])=[CH:22][CH:21]=1.